This data is from Forward reaction prediction with 1.9M reactions from USPTO patents (1976-2016). The task is: Predict the product of the given reaction. (1) Given the reactants [CH3:1][O:2][C:3]1[CH:4]=[C:5]([CH:21]=[CH:22][CH:23]=1)[C:6]([NH:8][C:9]1[C:10]([CH3:20])=[N:11][NH:12][C:13]=1[C:14]1[CH:19]=[CH:18][CH:17]=[CH:16][CH:15]=1)=O.O=P12OP3(OP(OP(O3)(O1)=O)(=O)O2)=O.P(Cl)(Cl)(Cl)=O.C(=O)([O-])O.[Na+], predict the reaction product. The product is: [CH3:1][O:2][C:3]1[CH:4]=[C:5]([C:6]2[C:15]3[CH:16]=[CH:17][CH:18]=[CH:19][C:14]=3[C:13]3[NH:12][N:11]=[C:10]([CH3:20])[C:9]=3[N:8]=2)[CH:21]=[CH:22][CH:23]=1. (2) Given the reactants [CH3:1][N:2]1[C:10]2[C:5](=[CH:6][C:7](B(O)O)=[CH:8][CH:9]=2)[CH:4]=[N:3]1.Br[C:15]1[C:20]([CH3:21])=[CH:19][CH:18]=[C:17]([Cl:22])[N:16]=1.O.C(=O)([O-])[O-].[K+].[K+], predict the reaction product. The product is: [Cl:22][C:17]1[N:16]=[C:15]([C:7]2[CH:6]=[C:5]3[C:10](=[CH:9][CH:8]=2)[N:2]([CH3:1])[N:3]=[CH:4]3)[C:20]([CH3:21])=[CH:19][CH:18]=1. (3) Given the reactants [F:1][C:2]1[CH:7]=[CH:6][C:5]([C:8]2[CH:9]=[N:10][C:11]([C:14]([F:17])([F:16])[F:15])=[N:12][CH:13]=2)=[CH:4][C:3]=1[CH2:18][N:19]1C(=O)C2C(=CC=CC=2)C1=O.O.NN, predict the reaction product. The product is: [F:1][C:2]1[CH:7]=[CH:6][C:5]([C:8]2[CH:13]=[N:12][C:11]([C:14]([F:15])([F:17])[F:16])=[N:10][CH:9]=2)=[CH:4][C:3]=1[CH2:18][NH2:19]. (4) Given the reactants [CH2:1]([O:8][C:9]1[CH:14]=[CH:13][C:12]([NH:15][C:16](=[S:27])[C:17]2[CH:22]=[CH:21][C:20]([Cl:23])=[C:19]([N+:24]([O-:26])=[O:25])[CH:18]=2)=[CH:11][CH:10]=1)[C:2]1[CH:7]=[CH:6][CH:5]=[CH:4][CH:3]=1.[OH-].[Na+], predict the reaction product. The product is: [CH2:1]([O:8][C:9]1[CH:14]=[CH:13][C:12]2[N:15]=[C:16]([C:17]3[CH:22]=[CH:21][C:20]([Cl:23])=[C:19]([N+:24]([O-:26])=[O:25])[CH:18]=3)[S:27][C:11]=2[CH:10]=1)[C:2]1[CH:3]=[CH:4][CH:5]=[CH:6][CH:7]=1. (5) Given the reactants [Cl:1][C:2]1[C:7]([N+:8]([O-])=O)=[C:6]([OH:11])[C:5]([O:12][CH2:13][CH2:14][CH2:15][C:16]2[CH:21]=[CH:20][CH:19]=[CH:18][CH:17]=2)=[C:4]([O:22][CH2:23][CH2:24][Cl:25])[C:3]=1[C:26](=[O:28])[CH3:27].O.O.Cl[Sn]Cl.[CH3:34][CH2:35]O, predict the reaction product. The product is: [C:26]([C:3]1[C:4]([O:22][CH2:23][CH2:24][Cl:25])=[C:5]([O:12][CH2:13][CH2:14][CH2:15][C:16]2[CH:21]=[CH:20][CH:19]=[CH:18][CH:17]=2)[C:6]2[O:11][C:34]([CH3:35])=[N:8][C:7]=2[C:2]=1[Cl:1])(=[O:28])[CH3:27]. (6) Given the reactants Br[C:2]1[CH:3]=[CH:4][C:5]2[N:11]3[C:12]([CH3:15])=[N:13][N:14]=[C:10]3[C@H:9]([CH3:16])[CH2:8][N:7]([C:17]3[CH:22]=[CH:21][C:20]([S:23]([CH3:26])(=[O:25])=[O:24])=[CH:19][CH:18]=3)[C:6]=2[CH:27]=1.CC1(C)C(C)(C)OB([C:36]2[CH:37]=[CH:38][C:39](=[O:42])[NH:40][CH:41]=2)O1.C([O-])([O-])=O.[Cs+].[Cs+], predict the reaction product. The product is: [CH3:15][C:12]1[N:11]2[C:5]3[CH:4]=[CH:3][C:2]([C:36]4[CH:37]=[CH:38][C:39](=[O:42])[NH:40][CH:41]=4)=[CH:27][C:6]=3[N:7]([C:17]3[CH:22]=[CH:21][C:20]([S:23]([CH3:26])(=[O:24])=[O:25])=[CH:19][CH:18]=3)[CH2:8][C@@H:9]([CH3:16])[C:10]2=[N:14][N:13]=1.